From a dataset of Catalyst prediction with 721,799 reactions and 888 catalyst types from USPTO. Predict which catalyst facilitates the given reaction. Reactant: [Cl:1][C:2]1[S:6][C:5]([S:7]([NH:10][C:11]2[CH:12]=[CH:13][CH:14]=[C:15]3[C:19]=2[NH:18][C:17]([C:20]([O:22]CC)=[O:21])=[CH:16]3)(=[O:9])=[O:8])=[CH:4][CH:3]=1.[OH-].[Na+].O1CCCC1. Product: [Cl:1][C:2]1[S:6][C:5]([S:7]([NH:10][C:11]2[CH:12]=[CH:13][CH:14]=[C:15]3[C:19]=2[NH:18][C:17]([C:20]([OH:22])=[O:21])=[CH:16]3)(=[O:9])=[O:8])=[CH:4][CH:3]=1. The catalyst class is: 8.